Dataset: Peptide-MHC class I binding affinity with 185,985 pairs from IEDB/IMGT. Task: Regression. Given a peptide amino acid sequence and an MHC pseudo amino acid sequence, predict their binding affinity value. This is MHC class I binding data. The MHC is HLA-A69:01 with pseudo-sequence HLA-A69:01. The peptide sequence is YIPFAEDAL. The binding affinity (normalized) is 0.0847.